Dataset: TCR-epitope binding with 47,182 pairs between 192 epitopes and 23,139 TCRs. Task: Binary Classification. Given a T-cell receptor sequence (or CDR3 region) and an epitope sequence, predict whether binding occurs between them. (1) The epitope is NEGVKAAW. The TCR CDR3 sequence is CASSQVGPVGNTEAFF. Result: 0 (the TCR does not bind to the epitope). (2) The epitope is YVLDHLIVV. The TCR CDR3 sequence is CATSQGSYGYTF. Result: 1 (the TCR binds to the epitope). (3) The epitope is FLLNKEMYL. The TCR CDR3 sequence is CASSGQGYGYTF. Result: 0 (the TCR does not bind to the epitope). (4) The epitope is GLIYNRMGAVTTEV. The TCR CDR3 sequence is CASSGRQGPPEQFF. Result: 0 (the TCR does not bind to the epitope). (5) The epitope is IYSKHTPINL. The TCR CDR3 sequence is CASSWEAGLNTQYF. Result: 0 (the TCR does not bind to the epitope). (6) The epitope is GILGFVFTL. The TCR CDR3 sequence is CASTGTANLNTEAFF. Result: 1 (the TCR binds to the epitope). (7) The epitope is TPQDLNTML. Result: 0 (the TCR does not bind to the epitope). The TCR CDR3 sequence is CASSPGGEWYNEQFF. (8) The epitope is QARQMVQAMRTIGTHP. The TCR CDR3 sequence is CASKFLTLPTYEQYF. Result: 1 (the TCR binds to the epitope).